From a dataset of Retrosynthesis with 50K atom-mapped reactions and 10 reaction types from USPTO. Predict the reactants needed to synthesize the given product. (1) Given the product CC1(C)Oc2ccc(Nc3nc(Nc4ccc5ccncc5c4)ncc3F)nc2NC1=O, predict the reactants needed to synthesize it. The reactants are: CC1(C)Oc2ccc(Nc3nc(Cl)ncc3F)nc2NC1=O.Nc1ccc2ccncc2c1. (2) Given the product O=C1COc2ccc(CN(C(=O)C(F)(F)F)[C@H]3CC[C@H](C(O)CNS(=O)(=O)c4ccccc4[N+](=O)[O-])CC3)nc2N1, predict the reactants needed to synthesize it. The reactants are: O=C(OC(=O)C(F)(F)F)C(F)(F)F.O=C1COc2ccc(CN[C@H]3CC[C@H](C(O)CNS(=O)(=O)c4ccccc4[N+](=O)[O-])CC3)nc2N1.